Dataset: Catalyst prediction with 721,799 reactions and 888 catalyst types from USPTO. Task: Predict which catalyst facilitates the given reaction. (1) Reactant: [NH:1]1[CH:5]=[C:4]([CH2:6][C:7]([N:9]([CH3:32])[C@@H:10]2[CH2:14][CH2:13][N:12]([C:15]3[C:16]4[CH:23]=[CH:22][N:21](COCC[Si](C)(C)C)[C:17]=4[N:18]=[CH:19][N:20]=3)[CH2:11]2)=[O:8])[N:3]=[CH:2]1. Product: [N:18]1[C:17]2[NH:21][CH:22]=[CH:23][C:16]=2[C:15]([N:12]2[CH2:13][CH2:14][C@@H:10]([N:9]([CH3:32])[C:7](=[O:8])[CH2:6][C:4]3[N:3]=[CH:2][NH:1][CH:5]=3)[CH2:11]2)=[N:20][CH:19]=1. The catalyst class is: 137. (2) Reactant: [F:1][C:2]1[CH:10]=[CH:9][CH:8]=[C:7]([F:11])[C:3]=1[C:4](Cl)=[O:5].[NH2:12][C:13]1[S:14][C:15]([C:22]2[CH:27]=[CH:26][CH:25]=[C:24]([C:28]([F:31])([F:30])[F:29])[CH:23]=2)=[C:16]([C:18]([O:20][CH3:21])=[O:19])[N:17]=1.CCN(CC)CC.C([O-])(O)=O.[Na+]. Product: [F:1][C:2]1[CH:10]=[CH:9][CH:8]=[C:7]([F:11])[C:3]=1[C:4]([NH:12][C:13]1[S:14][C:15]([C:22]2[CH:27]=[CH:26][CH:25]=[C:24]([C:28]([F:31])([F:29])[F:30])[CH:23]=2)=[C:16]([C:18]([O:20][CH3:21])=[O:19])[N:17]=1)=[O:5]. The catalyst class is: 1. (3) Reactant: [CH2:1]1[C:4]2([CH2:7][CH:6]([OH:8])[CH2:5]2)[CH2:3][O:2]1.[H-].[Na+].[Br:11][C:12]1[CH:13]=[C:14]([N:19]2[CH2:24][CH2:23][O:22][CH2:21][CH2:20]2)[C:15](F)=[N:16][CH:17]=1.O. Product: [CH2:1]1[C:4]2([CH2:7][CH:6]([O:8][C:15]3[C:14]([N:19]4[CH2:20][CH2:21][O:22][CH2:23][CH2:24]4)=[CH:13][C:12]([Br:11])=[CH:17][N:16]=3)[CH2:5]2)[CH2:3][O:2]1. The catalyst class is: 12. (4) Reactant: Cl.[NH:2]1[C:10]2[C:5](=[CH:6][CH:7]=[CH:8][CH:9]=2)[C:4]([CH2:11][CH2:12][NH2:13])=[N:3]1.[F:14][C:15]1[CH:29]=[CH:28][C:27]([F:30])=[CH:26][C:16]=1[CH2:17][C:18]1[O:22][N:21]=[C:20]([C:23](O)=[O:24])[CH:19]=1.C(N(CC)C(C)C)(C)C.CN(C(ON1N=NC2C=CC=NC1=2)=[N+](C)C)C.F[P-](F)(F)(F)(F)F. Product: [NH:2]1[C:10]2[C:5](=[CH:6][CH:7]=[CH:8][CH:9]=2)[C:4]([CH2:11][CH2:12][NH:13][C:23]([C:20]2[CH:19]=[C:18]([CH2:17][C:16]3[CH:26]=[C:27]([F:30])[CH:28]=[CH:29][C:15]=3[F:14])[O:22][N:21]=2)=[O:24])=[N:3]1. The catalyst class is: 39. (5) Reactant: [C:1]1([CH3:15])[CH:6]=[CH:5][CH:4]=[CH:3][C:2]=1[NH:7][C:8]1[CH:13]=[CH:12][CH:11]=[CH:10][C:9]=1[CH3:14].I[C:17]1[CH:22]=[CH:21][CH:20]=[CH:19][CH:18]=1.P(C(C)(C)C)(C(C)(C)C)C(C)(C)C.CC(C)([O-])C.[Na+]. Product: [CH3:15][C:1]1[CH:6]=[CH:5][CH:4]=[CH:3][C:2]=1[N:7]([C:17]1[CH:22]=[CH:21][CH:20]=[CH:19][CH:18]=1)[C:8]1[CH:13]=[CH:12][CH:11]=[CH:10][C:9]=1[CH3:14]. The catalyst class is: 222. (6) Reactant: [CH3:1][CH:2]([O:4][C:5]([C:7]1[C:8]([N:13]2[CH2:18][CH2:17][N:16]([CH2:19][C:20]3[CH:25]=[CH:24][C:23]([CH2:26][OH:27])=[CH:22][CH:21]=3)[CH2:15][CH2:14]2)=[N:9][CH:10]=[CH:11][CH:12]=1)=[O:6])[CH3:3].[H-].[Na+].Br[CH2:31][C:32]1[C:37]([F:38])=[CH:36][CH:35]=[CH:34][C:33]=1[Cl:39]. Product: [CH3:3][CH:2]([O:4][C:5]([C:7]1[C:8]([N:13]2[CH2:14][CH2:15][N:16]([CH2:19][C:20]3[CH:25]=[CH:24][C:23]([CH2:26][O:27][CH2:31][C:32]4[C:37]([F:38])=[CH:36][CH:35]=[CH:34][C:33]=4[Cl:39])=[CH:22][CH:21]=3)[CH2:17][CH2:18]2)=[N:9][CH:10]=[CH:11][CH:12]=1)=[O:6])[CH3:1]. The catalyst class is: 7. (7) Reactant: C([N:8]1[CH2:21][CH2:20][C:19]2[C:18]3[C:17]([C:22]4[CH:27]=[CH:26][CH:25]=[CH:24][C:23]=4[F:28])=[CH:16][CH:15]=[CH:14][C:13]=3[NH:12][C:11]=2[CH2:10][CH2:9]1)C1C=CC=CC=1.[ClH:29]. Product: [ClH:29].[F:28][C:23]1[CH:24]=[CH:25][CH:26]=[CH:27][C:22]=1[C:17]1[C:18]2[C:19]3[CH2:20][CH2:21][NH:8][CH2:9][CH2:10][C:11]=3[NH:12][C:13]=2[CH:14]=[CH:15][CH:16]=1. The catalyst class is: 29.